Dataset: NCI-60 drug combinations with 297,098 pairs across 59 cell lines. Task: Regression. Given two drug SMILES strings and cell line genomic features, predict the synergy score measuring deviation from expected non-interaction effect. (1) Drug 1: CC1C(C(=O)NC(C(=O)N2CCCC2C(=O)N(CC(=O)N(C(C(=O)O1)C(C)C)C)C)C(C)C)NC(=O)C3=C4C(=C(C=C3)C)OC5=C(C(=O)C(=C(C5=N4)C(=O)NC6C(OC(=O)C(N(C(=O)CN(C(=O)C7CCCN7C(=O)C(NC6=O)C(C)C)C)C)C(C)C)C)N)C. Drug 2: N.N.Cl[Pt+2]Cl. Cell line: SK-MEL-2. Synergy scores: CSS=53.2, Synergy_ZIP=3.08, Synergy_Bliss=5.30, Synergy_Loewe=-11.9, Synergy_HSA=1.62. (2) Drug 1: CCCS(=O)(=O)NC1=C(C(=C(C=C1)F)C(=O)C2=CNC3=C2C=C(C=N3)C4=CC=C(C=C4)Cl)F. Drug 2: COC1=NC(=NC2=C1N=CN2C3C(C(C(O3)CO)O)O)N. Cell line: UACC-257. Synergy scores: CSS=40.8, Synergy_ZIP=-1.31, Synergy_Bliss=-3.57, Synergy_Loewe=-41.7, Synergy_HSA=-5.06. (3) Drug 1: C1C(C(OC1N2C=C(C(=O)NC2=O)F)CO)O. Drug 2: CCN(CC)CCCC(C)NC1=C2C=C(C=CC2=NC3=C1C=CC(=C3)Cl)OC. Cell line: UO-31. Synergy scores: CSS=36.9, Synergy_ZIP=-12.4, Synergy_Bliss=-3.29, Synergy_Loewe=-12.4, Synergy_HSA=-1.32. (4) Drug 1: CC(C)(C#N)C1=CC(=CC(=C1)CN2C=NC=N2)C(C)(C)C#N. Cell line: SK-OV-3. Drug 2: C(CCl)NC(=O)N(CCCl)N=O. Synergy scores: CSS=1.53, Synergy_ZIP=4.93, Synergy_Bliss=10.5, Synergy_Loewe=0.0415, Synergy_HSA=0.270. (5) Drug 1: C(CC(=O)O)C(=O)CN.Cl. Drug 2: COC1=C2C(=CC3=C1OC=C3)C=CC(=O)O2. Cell line: MDA-MB-435. Synergy scores: CSS=-4.56, Synergy_ZIP=1.07, Synergy_Bliss=-3.33, Synergy_Loewe=-4.65, Synergy_HSA=-4.75. (6) Synergy scores: CSS=-3.52, Synergy_ZIP=1.58, Synergy_Bliss=-2.15, Synergy_Loewe=-3.33, Synergy_HSA=-4.71. Drug 2: CCN(CC)CCNC(=O)C1=C(NC(=C1C)C=C2C3=C(C=CC(=C3)F)NC2=O)C. Drug 1: CC1=C(C=C(C=C1)NC2=NC=CC(=N2)N(C)C3=CC4=NN(C(=C4C=C3)C)C)S(=O)(=O)N.Cl. Cell line: NCI/ADR-RES. (7) Drug 1: CC12CCC3C(C1CCC2=O)CC(=C)C4=CC(=O)C=CC34C. Drug 2: CC(C)CN1C=NC2=C1C3=CC=CC=C3N=C2N. Cell line: BT-549. Synergy scores: CSS=37.1, Synergy_ZIP=1.47, Synergy_Bliss=3.03, Synergy_Loewe=1.93, Synergy_HSA=1.53. (8) Drug 1: C(=O)(N)NO. Drug 2: C1CN(P(=O)(OC1)NCCCl)CCCl. Cell line: SR. Synergy scores: CSS=-1.32, Synergy_ZIP=-0.988, Synergy_Bliss=-3.99, Synergy_Loewe=-2.72, Synergy_HSA=-4.51.